Dataset: Reaction yield outcomes from USPTO patents with 853,638 reactions. Task: Predict the reaction yield, written as a fraction of the theoretical maximum amount of product (1.0 means a 100% yield; for example, 0.34 means a 34% yield). (1) The yield is 0.130. The product is [CH2:22]([C:2]1[CH:10]=[C:9]2[C:5]([CH2:6][N:7]([C:12]3[CH:13]=[C:14]4[C:18](=[CH:19][CH:20]=3)[N:17]([CH3:21])[CH:16]=[CH:15]4)[C:8]2=[O:11])=[CH:4][CH:3]=1)[CH2:23][CH2:24][CH3:25]. The reactants are Br[C:2]1[CH:10]=[C:9]2[C:5]([CH2:6][N:7]([C:12]3[CH:13]=[C:14]4[C:18](=[CH:19][CH:20]=3)[N:17]([CH3:21])[CH:16]=[CH:15]4)[C:8]2=[O:11])=[CH:4][CH:3]=1.[CH2:22]([Sn]([CH2:22][CH2:23][CH2:24][CH3:25])([CH2:22][CH2:23][CH2:24][CH3:25])[CH2:22][CH2:23][CH2:24][CH3:25])[CH2:23][CH2:24][CH3:25]. The catalyst is C1(C)C=CC=CC=1.C(OCC)(=O)C.C1C=CC([P]([Pd]([P](C2C=CC=CC=2)(C2C=CC=CC=2)C2C=CC=CC=2)([P](C2C=CC=CC=2)(C2C=CC=CC=2)C2C=CC=CC=2)[P](C2C=CC=CC=2)(C2C=CC=CC=2)C2C=CC=CC=2)(C2C=CC=CC=2)C2C=CC=CC=2)=CC=1. (2) The reactants are [CH3:1][NH:2][CH2:3][C:4]1[S:8][C:7]2[CH:9]=[CH:10][CH:11]=[CH:12][C:6]=2[C:5]=1[CH3:13].CNCC1C=CC2C(=CC=CC=2)C=1CCC.[ClH:30].[N:31]1([CH2:37][CH2:38][N:39]2[CH2:45][C:44]3[CH:46]=[C:47](/[CH:50]=[CH:51]/[C:52](O)=[O:53])[CH:48]=[N:49][C:43]=3[NH:42][C:41](=[O:55])[CH2:40]2)[CH2:36][CH2:35][O:34][CH2:33][CH2:32]1.Cl.CN1CC2C=C(/C=C/C(O)=O)C=NC=2NC(=O)C1. No catalyst specified. The product is [ClH:30].[CH3:1][N:2]([CH2:3][C:4]1[S:8][C:7]2[CH:9]=[CH:10][CH:11]=[CH:12][C:6]=2[C:5]=1[CH3:13])[C:52](=[O:53])/[CH:51]=[CH:50]/[C:47]1[CH:48]=[N:49][C:43]2[NH:42][C:41](=[O:55])[CH2:40][N:39]([CH2:38][CH2:37][N:31]3[CH2:32][CH2:33][O:34][CH2:35][CH2:36]3)[CH2:45][C:44]=2[CH:46]=1. The yield is 0.740. (3) The yield is 1.00. The reactants are [Cl:1][C:2]1[CH:3]=[CH:4][C:5]([O:31][CH:32]([F:34])[F:33])=[C:6]([C:8]2[C:12]([NH:13][C:14]([C:16]3[CH:17]=[N:18][N:19]4[CH:24]=[CH:23][CH:22]=[N:21][C:20]=34)=[O:15])=[CH:11][N:10]([CH:25]3[CH2:30][CH2:29][NH:28][CH2:27][CH2:26]3)[N:9]=2)[CH:7]=1.[C:35]([O:39][C:40](=[O:46])[NH:41][CH2:42][CH2:43][CH2:44]Br)([CH3:38])([CH3:37])[CH3:36].C(=O)([O-])[O-].[K+].[K+]. The catalyst is CN(C=O)C.O. The product is [C:35]([O:39][C:40](=[O:46])[NH:41][CH2:42][CH2:43][CH2:44][N:28]1[CH2:27][CH2:26][CH:25]([N:10]2[CH:11]=[C:12]([NH:13][C:14]([C:16]3[CH:17]=[N:18][N:19]4[CH:24]=[CH:23][CH:22]=[N:21][C:20]=34)=[O:15])[C:8]([C:6]3[CH:7]=[C:2]([Cl:1])[CH:3]=[CH:4][C:5]=3[O:31][CH:32]([F:33])[F:34])=[N:9]2)[CH2:30][CH2:29]1)([CH3:38])([CH3:37])[CH3:36]. (4) The reactants are [C:1]([O:5][C:6]([N:8]([CH2:31][C:32]1[CH:37]=[CH:36][C:35]([O:38][CH3:39])=[CH:34][CH:33]=1)[C:9]1[CH:14]=[C:13]([CH2:15][C@H:16]2[C:19](=[O:20])[N:18]([Si:21]([C:24]([CH3:27])([CH3:26])[CH3:25])([CH3:23])[CH3:22])[C@@H:17]2[C:28]([OH:30])=[O:29])[CH:12]=[CH:11][N:10]=1)=[O:7])([CH3:4])([CH3:3])[CH3:2].Cl.CN(C)CCCN=C=NCC.[CH2:52](O)[C:53]1[CH:58]=[CH:57][CH:56]=[CH:55][CH:54]=1. The catalyst is C(Cl)Cl.CN(C)C1C=CN=CC=1.O. The product is [C:1]([O:5][C:6]([N:8]([CH2:31][C:32]1[CH:33]=[CH:34][C:35]([O:38][CH3:39])=[CH:36][CH:37]=1)[C:9]1[CH:14]=[C:13]([CH2:15][C@H:16]2[C:19](=[O:20])[N:18]([Si:21]([C:24]([CH3:27])([CH3:26])[CH3:25])([CH3:23])[CH3:22])[C@@H:17]2[C:28]([O:30][CH2:52][C:53]2[CH:58]=[CH:57][CH:56]=[CH:55][CH:54]=2)=[O:29])[CH:12]=[CH:11][N:10]=1)=[O:7])([CH3:2])([CH3:3])[CH3:4]. The yield is 0.420. (5) The reactants are [Cl:1][C:2]1[CH:3]=[C:4]([C:8]2[C:9]3[N:10]([C:22]([CH2:25][CH3:26])=[CH:23][CH:24]=3)[N:11]=[C:12]([C:17]3[O:18][CH:19]=[CH:20][CH:21]=3)[C:13]=2[C:14]([OH:16])=O)[CH:5]=[CH:6][CH:7]=1.C(Cl)(=O)C([Cl:30])=O. The catalyst is ClCCl.CN(C)C=O. The product is [Cl:1][C:2]1[CH:3]=[C:4]([C:8]2[C:9]3[N:10]([C:22]([CH2:25][CH3:26])=[CH:23][CH:24]=3)[N:11]=[C:12]([C:17]3[O:18][CH:19]=[CH:20][CH:21]=3)[C:13]=2[C:14]([Cl:30])=[O:16])[CH:5]=[CH:6][CH:7]=1. The yield is 1.06. (6) The reactants are [C:1]([C:3]1[CH:4]=[C:5]([OH:9])[CH:6]=[CH:7][CH:8]=1)#[N:2].[H-].[Na+].[C:12]1([C:18]2[CH:25]=[CH:24][C:21]([CH2:22]Cl)=[CH:20][CH:19]=2)[CH:17]=[CH:16][CH:15]=[CH:14][CH:13]=1.C(=O)([O-])[O-].[Na+].[Na+]. The catalyst is CN(C)C=O.[I-].[K+]. The product is [C:18]1([C:12]2[CH:13]=[CH:14][CH:15]=[CH:16][CH:17]=2)[CH:19]=[CH:20][C:21]([CH2:22][O:9][C:5]2[CH:4]=[C:3]([CH:8]=[CH:7][CH:6]=2)[C:1]#[N:2])=[CH:24][CH:25]=1. The yield is 0.980. (7) The reactants are [C:1]1([C:7]#[C:8][CH2:9][OH:10])[CH:6]=[CH:5][CH:4]=[CH:3][CH:2]=1.[CH:11]([C:14]1[CH:19]=[CH:18][C:17]([SH:20])=[CH:16][CH:15]=1)([CH3:13])[CH3:12].C1(CC(SC2C=CC=CC=2)C(=O)C)C=CC=CC=1. The catalyst is ClCCCl. The product is [CH:11]([C:14]1[CH:19]=[CH:18][C:17]([S:20][CH:8]([CH2:7][C:1]2[CH:6]=[CH:5][CH:4]=[CH:3][CH:2]=2)[CH:9]=[O:10])=[CH:16][CH:15]=1)([CH3:13])[CH3:12]. The yield is 0.480.